This data is from Full USPTO retrosynthesis dataset with 1.9M reactions from patents (1976-2016). The task is: Predict the reactants needed to synthesize the given product. (1) Given the product [CH2:24]([C:4]1[CH:3]=[C:2]([C:29]#[C:30][C:31]2[CH:20]=[CH:21][C:22]([CH2:23][C:34]([OH:36])=[O:35])=[CH:33][CH:32]=2)[CH:15]=[C:6]2[C:5]=1[O:12][C:9]([CH3:11])([CH3:10])[CH2:8][C:7]2([CH3:13])[CH3:14])[CH3:25], predict the reactants needed to synthesize it. The reactants are: Br[C:2]1[CH:3]=[C:4](C2CC2)[C:5]2[O:12][C:9]3([CH2:11][CH2:10]3)[CH2:8][C:7]([CH3:14])([CH3:13])[C:6]=2[CH:15]=1.O1[CH2:23][CH2:22][CH2:21][CH2:20]1.[C:24]([Li])(C)(C)[CH3:25].[CH3:29][CH2:30][CH2:31][CH2:32][CH3:33].[C:34](=[O:36])=[O:35]. (2) Given the product [Cl:1][C:2]1[CH:3]=[CH:4][C:5]([S:8]([NH:11][CH:12]2[CH2:17][CH2:16][CH2:15][N:14]([C:26](=[O:27])[C:25]3[CH:29]=[CH:30][CH:31]=[C:23]([C:19]4[O:18][CH:22]=[CH:21][CH:20]=4)[CH:24]=3)[CH2:13]2)(=[O:9])=[O:10])=[CH:6][CH:7]=1, predict the reactants needed to synthesize it. The reactants are: [Cl:1][C:2]1[CH:7]=[CH:6][C:5]([S:8]([NH:11][CH:12]2[CH2:17][CH2:16][CH2:15][NH:14][CH2:13]2)(=[O:10])=[O:9])=[CH:4][CH:3]=1.[O:18]1[CH:22]=[CH:21][CH:20]=[C:19]1[C:23]1[CH:24]=[C:25]([CH:29]=[CH:30][CH:31]=1)[C:26](O)=[O:27].Cl.CN(C)CCCN=C=NCC.C(N(C(C)C)CC)(C)C. (3) Given the product [N:50]1[C:51]2[C:46](=[C:45]([NH:44][CH2:1][C@H:3]3[CH2:8][CH2:7][C@H:6]([NH:9][C:10](=[O:21])[C:11]4[CH:16]=[CH:15][CH:14]=[C:13]([C:17]([F:20])([F:19])[F:18])[CH:12]=4)[CH2:5][CH2:4]3)[CH:54]=[CH:53][CH:52]=2)[CH:47]=[CH:48][CH:49]=1, predict the reactants needed to synthesize it. The reactants are: [CH:1]([C@H:3]1[CH2:8][CH2:7][C@H:6]([NH:9][C:10](=[O:21])[C:11]2[CH:16]=[CH:15][CH:14]=[C:13]([C:17]([F:20])([F:19])[F:18])[CH:12]=2)[CH2:5][CH2:4]1)=O.ClC1C=CC(C(F)(F)F)=CC=1C(N[C@H]1CC[C@H](C=O)CC1)=O.[NH2:44][C:45]1[CH:54]=[CH:53][CH:52]=[C:51]2[C:46]=1[CH:47]=[CH:48][CH:49]=[N:50]2.C(O)(=O)C.C(O[BH-](OC(=O)C)OC(=O)C)(=O)C.[Na+]. (4) Given the product [CH3:1][O:2][C:3]([C:4]1[C:22]([CH3:23])=[C:21]([C:13]2[CH:12]=[C:11]([C:10]([F:27])([F:26])[F:9])[CH:16]=[C:15]([C:17]([F:20])([F:19])[F:18])[CH:14]=2)[N:35]([CH2:34][CH:28]2[CH2:33][CH2:32][CH2:31][CH2:30][CH2:29]2)[C:5]=1[CH3:6])=[O:8], predict the reactants needed to synthesize it. The reactants are: [CH3:1][O:2][C:3](=[O:8])[CH2:4][C:5](=O)[CH3:6].[F:9][C:10]([F:27])([F:26])[C:11]1[CH:12]=[C:13]([C:21](=O)[CH:22](Br)[CH3:23])[CH:14]=[C:15]([C:17]([F:20])([F:19])[F:18])[CH:16]=1.[CH:28]1([CH2:34][NH2:35])[CH2:33][CH2:32][CH2:31][CH2:30][CH2:29]1. (5) Given the product [Br:20][C:27]1[CH:26]=[C:25]2[C:30]([CH:31]=[CH:32][C:23]([OH:22])=[CH:24]2)=[CH:29][CH:28]=1, predict the reactants needed to synthesize it. The reactants are: C1(P(C2C=CC=CC=2)C2C=CC=CC=2)C=CC=CC=1.[Br:20]Br.[OH:22][C:23]1[CH:32]=[CH:31][C:30]2[C:25](=[CH:26][C:27](O)=[CH:28][CH:29]=2)[CH:24]=1. (6) Given the product [NH2:25][C:20]1[CH:21]=[N:22][CH:23]=[CH:24][C:19]=1[CH:4]1[CH2:5][CH:6]2[N:7]([C:12]([O:14][C:15]([CH3:17])([CH3:16])[CH3:18])=[O:13])[C:8](=[O:11])[O:9][CH:10]2[CH:2]([CH3:1])[CH2:3]1, predict the reactants needed to synthesize it. The reactants are: [CH3:1][CH:2]1[CH:10]2[CH:6]([N:7]([C:12]([O:14][C:15]([CH3:18])([CH3:17])[CH3:16])=[O:13])[C:8](=[O:11])[O:9]2)[CH:5]=[C:4]([C:19]2[CH:24]=[CH:23][N:22]=[CH:21][C:20]=2[N+:25]([O-])=O)[CH2:3]1. (7) Given the product [C:12]([O:17][CH:18]([O:20][C:21]([NH:11][CH2:10][C@H:2]1[CH2:3][CH2:4][C@H:5]([C:7]([OH:9])=[O:8])[CH2:6][CH2:1]1)=[O:22])[CH3:19])(=[O:16])[CH2:13][CH2:14][CH3:15], predict the reactants needed to synthesize it. The reactants are: [CH2:1]1[CH2:6][C@H:5]([C:7]([OH:9])=[O:8])[CH2:4][CH2:3][C@H:2]1[CH2:10][NH2:11].[C:12]([O:17][CH:18]([O:20][C:21](ON1C(=O)CCC1=O)=[O:22])[CH3:19])(=[O:16])[CH2:13][CH2:14][CH3:15]. (8) Given the product [CH3:23][N:17]([C:9]1[CH:10]=[C:11]([N+:14]([O-:16])=[O:15])[CH:12]=[CH:13][C:8]=1[N:5]1[CH2:6][CH2:7][N:2]([CH3:1])[CH2:3][CH2:4]1)[C:18](=[O:20])[CH3:19], predict the reactants needed to synthesize it. The reactants are: [CH3:1][N:2]1[CH2:7][CH2:6][N:5]([C:8]2[CH:13]=[CH:12][C:11]([N+:14]([O-:16])=[O:15])=[CH:10][C:9]=2[NH:17][C:18](=[O:20])[CH3:19])[CH2:4][CH2:3]1.[H-].[Na+].[CH3:23]I.[Cl-].[NH4+]. (9) Given the product [Cl:14][C:3]1[C:4]([Cl:13])=[N:5][CH:6]=[C:7]([C:2]=1[NH:20][C:19]1[CH:21]=[CH:22][C:16]([F:15])=[CH:17][C:18]=1[CH3:23])[C:8]([O:10][CH2:11][CH3:12])=[O:9], predict the reactants needed to synthesize it. The reactants are: Cl[C:2]1[C:7]([C:8]([O:10][CH2:11][CH3:12])=[O:9])=[CH:6][N:5]=[C:4]([Cl:13])[C:3]=1[Cl:14].[F:15][C:16]1[CH:22]=[CH:21][C:19]([NH2:20])=[C:18]([CH3:23])[CH:17]=1. (10) Given the product [NH2:18][C:10]1[O:11][C@H:12]([C:14]([F:16])([F:17])[F:15])[CH2:13][C@:8]([C:6]2[CH:7]=[C:2]([NH:1][C:29](=[O:30])[C:26]3[CH:25]=[CH:24][C:23]([CH:22]([F:32])[F:21])=[CH:28][N:27]=3)[CH:3]=[CH:4][C:5]=2[F:20])([CH3:19])[N:9]=1, predict the reactants needed to synthesize it. The reactants are: [NH2:1][C:2]1[CH:3]=[CH:4][C:5]([F:20])=[C:6]([C@:8]2([CH3:19])[CH2:13][C@@H:12]([C:14]([F:17])([F:16])[F:15])[O:11][C:10]([NH2:18])=[N:9]2)[CH:7]=1.[F:21][CH:22]([F:32])[C:23]1[CH:24]=[CH:25][C:26]([C:29](O)=[O:30])=[N:27][CH:28]=1.